The task is: Predict the reaction yield, written as a fraction of the theoretical maximum amount of product (1.0 means a 100% yield; for example, 0.34 means a 34% yield).. This data is from Reaction yield outcomes from USPTO patents with 853,638 reactions. (1) The reactants are [H-].[Na+].[CH3:3][O:4][C:5]1[CH:6]=[C:7]([N:14]2[CH2:19][CH2:18][CH:17]([N:20]3[CH2:25][CH2:24][NH:23][C:22](=[O:26])[CH2:21]3)[CH2:16][CH2:15]2)[CH:8]=[CH:9][C:10]=1[N+:11]([O-:13])=[O:12].[F:27][CH2:28][CH2:29]I. The catalyst is CN(C=O)C.C1COCC1. The product is [F:27][CH2:28][CH2:29][N:23]1[CH2:24][CH2:25][N:20]([CH:17]2[CH2:18][CH2:19][N:14]([C:7]3[CH:8]=[CH:9][C:10]([N+:11]([O-:13])=[O:12])=[C:5]([O:4][CH3:3])[CH:6]=3)[CH2:15][CH2:16]2)[CH2:21][C:22]1=[O:26]. The yield is 0.760. (2) The reactants are O[CH2:2][C:3]1[CH:16]=[N:15][C:6]2[C:7]3[N:8]([CH:12]=[CH:13][CH:14]=3)[C:9](=[O:11])[NH:10][C:5]=2[CH:4]=1.[Cl:17][C:18]1[CH:19]=[C:20]([CH:26]=[CH:27][C:28]=1[N:29]1[CH2:34][CH2:33][NH:32][CH2:31][CH2:30]1)[C:21]([NH:23][CH2:24][CH3:25])=[O:22].[I-].C(C[P+](C)(C)C)#N.C(N(C(C)C)C(C)C)C. The catalyst is C(#N)CC. The product is [Cl:17][C:18]1[CH:19]=[C:20]([CH:26]=[CH:27][C:28]=1[N:29]1[CH2:30][CH2:31][N:32]([CH2:2][C:3]2[CH:16]=[N:15][C:6]3[C:7]4[N:8]([CH:12]=[CH:13][CH:14]=4)[C:9](=[O:11])[NH:10][C:5]=3[CH:4]=2)[CH2:33][CH2:34]1)[C:21]([NH:23][CH2:24][CH3:25])=[O:22]. The yield is 0.665.